This data is from Forward reaction prediction with 1.9M reactions from USPTO patents (1976-2016). The task is: Predict the product of the given reaction. (1) Given the reactants [Cl:1][C:2]1[CH:3]=[C:4]([CH:10]=[CH:11][C:12]=1[OH:13])[C:5]([O:7]CC)=[O:6].[I-].[K+].Br[CH2:17][CH:18]1[CH2:21][CH2:20][CH2:19]1.C(=O)([O-])[O-].[K+].[K+].[OH-].[Na+].Cl, predict the reaction product. The product is: [Cl:1][C:2]1[CH:3]=[C:4]([CH:10]=[CH:11][C:12]=1[O:13][CH2:17][CH:18]1[CH2:21][CH2:20][CH2:19]1)[C:5]([OH:7])=[O:6]. (2) Given the reactants C[O:2][C:3]1[CH:8]=[CH:7][N:6]=[CH:5][CH:4]=1.[F:9][C:10]1[CH:15]=[CH:14][C:13]([Mg]Br)=[CH:12][CH:11]=1.[Br:18][CH2:19][CH2:20][CH2:21][C:22](Cl)=[O:23], predict the reaction product. The product is: [Br:18][CH2:19][CH2:20][CH2:21][C:22]([N:6]1[CH:7]=[CH:8][C:3](=[O:2])[CH2:4][CH:5]1[C:13]1[CH:14]=[CH:15][C:10]([F:9])=[CH:11][CH:12]=1)=[O:23]. (3) Given the reactants [Br:1][C:2]1[CH:3]=[C:4]([CH:16]=[CH:17][CH:18]=1)[O:5][CH2:6][C:7]1[N:15]=[CH:14][CH:13]=[CH:12][C:8]=1[C:9]([OH:11])=O.[OH-].[Na+], predict the reaction product. The product is: [Br:1][C:2]1[CH:18]=[CH:17][C:16]2[C:9](=[O:11])[C:8]3[C:7]([CH2:6][O:5][C:4]=2[CH:3]=1)=[N:15][CH:14]=[CH:13][CH:12]=3. (4) Given the reactants [C:1]([O:5][C:6]([NH:8][C@H:9]1[CH2:18][CH2:17][C:16]2[CH:15]=[C:14]([C:19](O)=[O:20])[CH:13]=[CH:12][C:11]=2[CH2:10]1)=[O:7])([CH3:4])([CH3:3])[CH3:2].[NH:22]1[CH2:26][CH2:25][CH2:24][CH2:23]1, predict the reaction product. The product is: [C:1]([O:5][C:6](=[O:7])[NH:8][C@H:9]1[CH2:18][CH2:17][C:16]2[C:11](=[CH:12][CH:13]=[C:14]([C:19]([N:22]3[CH2:26][CH2:25][CH2:24][CH2:23]3)=[O:20])[CH:15]=2)[CH2:10]1)([CH3:2])([CH3:3])[CH3:4]. (5) Given the reactants [C:1]1([C:7]2[CH:12]=[CH:11][C:10]([CH2:13][O:14][CH2:15][C:16]3[CH:17]=[CH:18][C:19]([NH2:22])=[N:20][CH:21]=3)=[CH:9][CH:8]=2)[CH:6]=[CH:5][CH:4]=[CH:3][CH:2]=1.[CH3:23][O:24][C:25](=[O:31])[CH2:26][CH2:27][C:28](O)=[O:29].F[P-](F)(F)(F)(F)F.N1(OC(N(C)C)=[N+](C)C)C2N=CC=CC=2N=N1.O, predict the reaction product. The product is: [O:29]=[C:28]([NH:22][C:19]1[CH:18]=[CH:17][C:16]([CH2:15][O:14][CH2:13][C:10]2[CH:11]=[CH:12][C:7]([C:1]3[CH:2]=[CH:3][CH:4]=[CH:5][CH:6]=3)=[CH:8][CH:9]=2)=[CH:21][N:20]=1)[CH2:27][CH2:26][C:25]([O:24][CH3:23])=[O:31]. (6) Given the reactants [C-:1]#[N:2].[K+].[Cl-].[NH4+:5].N.[C:7]1([CH:13]=O)[CH2:12][CH2:11][CH2:10][CH2:9][CH:8]=1, predict the reaction product. The product is: [C:7]1([CH:13]([NH2:5])[C:1]#[N:2])[CH2:12][CH2:11][CH2:10][CH2:9][CH:8]=1. (7) The product is: [N:1]1[CH:6]=[CH:5][C:4]([C:7]2[S:8][CH:9]=[C:10]([C:12]3[C:13](=[O:24])[NH:14][C:15]4[C:20]([CH:21]=3)=[CH:19][CH:18]=[C:17]([CH2:22][N:25]3[CH2:29][CH2:28][CH2:27][CH2:26]3)[CH:16]=4)[N:11]=2)=[CH:3][CH:2]=1. Given the reactants [N:1]1[CH:6]=[CH:5][C:4]([C:7]2[S:8][CH:9]=[C:10]([C:12]3[C:13](=[O:24])[NH:14][C:15]4[C:20]([CH:21]=3)=[CH:19][CH:18]=[C:17]([CH:22]=O)[CH:16]=4)[N:11]=2)=[CH:3][CH:2]=1.[NH:25]1[CH2:29][CH2:28][CH2:27][CH2:26]1, predict the reaction product. (8) Given the reactants Cl.[NH2:2][C:3]1[CH:30]=[CH:29][C:6]([CH2:7][N:8]2[CH2:13][CH2:12][N:11]([S:14]([C:17]3[CH:26]=[CH:25][C:24]4[C:19](=[CH:20][CH:21]=[C:22]([Cl:27])[CH:23]=4)[CH:18]=3)(=[O:16])=[O:15])[CH2:10][C:9]2=[O:28])=[CH:5][CH:4]=1.Cl.[C:32](=[NH:37])(OCC)[CH3:33].C(N(CC)CC)C, predict the reaction product. The product is: [ClH:27].[C:32]([NH:2][C:3]1[CH:30]=[CH:29][C:6]([CH2:7][N:8]2[CH2:13][CH2:12][N:11]([S:14]([C:17]3[CH:26]=[CH:25][C:24]4[C:19](=[CH:20][CH:21]=[C:22]([Cl:27])[CH:23]=4)[CH:18]=3)(=[O:15])=[O:16])[CH2:10][C:9]2=[O:28])=[CH:5][CH:4]=1)(=[NH:37])[CH3:33].